From a dataset of Catalyst prediction with 721,799 reactions and 888 catalyst types from USPTO. Predict which catalyst facilitates the given reaction. (1) Reactant: Br[C:2]1[CH:7]=[C:6]([C:8]([CH3:11])([CH3:10])[CH3:9])[CH:5]=[C:4]([Br:12])[CH:3]=1.[Li]CCCC.CN([CH:21]=[O:22])C.Cl. Product: [Br:12][C:4]1[CH:3]=[C:2]([CH:7]=[C:6]([C:8]([CH3:11])([CH3:10])[CH3:9])[CH:5]=1)[CH:21]=[O:22]. The catalyst class is: 28. (2) Reactant: [I:1][C:2]1[C:7]([OH:8])=[CH:6][CH:5]=[C:4]([S:9]([CH3:12])(=[O:11])=[O:10])[N:3]=1.Br[CH2:14][CH:15]1[CH2:17][CH2:16]1.C([O-])([O-])=O.[K+].[K+].O. Product: [CH:15]1([CH2:14][O:8][C:7]2[C:2]([I:1])=[N:3][C:4]([S:9]([CH3:12])(=[O:10])=[O:11])=[CH:5][CH:6]=2)[CH2:17][CH2:16]1. The catalyst class is: 10. (3) Reactant: CN(C)/[CH:3]=[CH:4]/[C:5]1[CH:6]=[N+:7]([O-])[CH:8]=[CH:9][C:10]=1[N+:11]([O-])=O. Product: [NH:11]1[C:10]2[CH:9]=[CH:8][N:7]=[CH:6][C:5]=2[CH:4]=[CH:3]1. The catalyst class is: 19. (4) Reactant: C1C2C(COC(=O)[NH:17][C@H:18]([C:24]([NH:26][CH2:27][C@@H:28]([NH:40][C:41]([O:43][C:44]([CH3:47])([CH3:46])[CH3:45])=[O:42])[CH2:29][CH2:30][CH2:31][NH:32][C:33]([O:35][C:36]([CH3:39])([CH3:38])[CH3:37])=[O:34])=[O:25])[CH2:19][CH2:20][C:21]([NH2:23])=[O:22])C3C(=CC=CC=3)C=2C=CC=1.N1CCCCC1. Product: [C:44]([O:43][C:41](=[O:42])[NH:40][C@H:28]([CH2:27][NH:26][C:24](=[O:25])[C@@H:18]([NH2:17])[CH2:19][CH2:20][C:21]([NH2:23])=[O:22])[CH2:29][CH2:30][CH2:31][NH:32][C:33]([O:35][C:36]([CH3:37])([CH3:38])[CH3:39])=[O:34])([CH3:45])([CH3:46])[CH3:47]. The catalyst class is: 9. (5) Reactant: [C:1]1([C:7]2[C:8]([C:17]3[CH:24]=[CH:23][C:20]([CH:21]=O)=[CH:19][CH:18]=3)=[N:9][C:10]3[C:15]([CH:16]=2)=[CH:14][CH:13]=[CH:12][N:11]=3)[CH:6]=[CH:5][CH:4]=[CH:3][CH:2]=1.[NH:25]1[CH2:30][CH2:29][CH:28]([N:31]2[C:35]3[CH:36]=[CH:37][CH:38]=[CH:39][C:34]=3[NH:33][C:32]2=[O:40])[CH2:27][CH2:26]1.CC(O)=O.[BH-](OC(C)=O)(OC(C)=O)OC(C)=O.[Na+]. Product: [C:1]1([C:7]2[C:8]([C:17]3[CH:18]=[CH:19][C:20]([CH2:21][N:25]4[CH2:26][CH2:27][CH:28]([N:31]5[C:35]6[CH:36]=[CH:37][CH:38]=[CH:39][C:34]=6[NH:33][C:32]5=[O:40])[CH2:29][CH2:30]4)=[CH:23][CH:24]=3)=[N:9][C:10]3[C:15]([CH:16]=2)=[CH:14][CH:13]=[CH:12][N:11]=3)[CH:6]=[CH:5][CH:4]=[CH:3][CH:2]=1. The catalyst class is: 3.